This data is from Reaction yield outcomes from USPTO patents with 853,638 reactions. The task is: Predict the reaction yield, written as a fraction of the theoretical maximum amount of product (1.0 means a 100% yield; for example, 0.34 means a 34% yield). The product is [CH3:10][O:9][C:7]1[CH:6]=[C:5]([C:11]2[C:12](=[O:14])[N:15]([CH3:26])[C:16]3[N:17]=[C:18]([S:24][CH3:25])[N:19]=[CH:20][C:21]=3[CH:22]=2)[CH:4]=[C:3]([O:2][CH3:1])[CH:8]=1. The reactants are [CH3:1][O:2][C:3]1[CH:4]=[C:5]([CH2:11][C:12]([O-:14])=O)[CH:6]=[C:7]([O:9][CH3:10])[CH:8]=1.[NH2:15][C:16]1[C:21]([CH:22]=O)=[CH:20][N:19]=[C:18]([S:24][CH3:25])[N:17]=1.[C:26](=O)([O-])[O-].[K+].[K+]. The yield is 0.830. The catalyst is CN(C=O)C.O.